Dataset: Reaction yield outcomes from USPTO patents with 853,638 reactions. Task: Predict the reaction yield, written as a fraction of the theoretical maximum amount of product (1.0 means a 100% yield; for example, 0.34 means a 34% yield). (1) The reactants are [Cl:1][C:2]1[CH:10]=[C:9]2[C:5]([C:6]([C:20](=[O:25])C(F)(F)F)=[CH:7][N:8]2[CH2:11][C:12]2[CH:17]=[C:16]([F:18])[CH:15]=[C:14]([F:19])[CH:13]=2)=[CH:4][CH:3]=1.[H-].[Na+].[OH2:28]. The catalyst is CN(C=O)C.COC(C)(C)C. The product is [Cl:1][C:2]1[CH:10]=[C:9]2[C:5]([C:6]([C:20]([OH:25])=[O:28])=[CH:7][N:8]2[CH2:11][C:12]2[CH:17]=[C:16]([F:18])[CH:15]=[C:14]([F:19])[CH:13]=2)=[CH:4][CH:3]=1. The yield is 0.950. (2) The reactants are [Cl:1][C:2]1[CH:3]=[C:4]([C:19]([O:21]C)=[O:20])[C:5]2[C:6]([CH3:18])=[C:7]([CH2:14][N:15]([CH3:17])[CH3:16])[N:8]([CH:11]([CH3:13])[CH3:12])[C:9]=2[CH:10]=1.Cl. No catalyst specified. The product is [ClH:1].[Cl:1][C:2]1[CH:3]=[C:4]([C:19]([OH:21])=[O:20])[C:5]2[C:6]([CH3:18])=[C:7]([CH2:14][N:15]([CH3:16])[CH3:17])[N:8]([CH:11]([CH3:13])[CH3:12])[C:9]=2[CH:10]=1. The yield is 0.890.